From a dataset of Catalyst prediction with 721,799 reactions and 888 catalyst types from USPTO. Predict which catalyst facilitates the given reaction. (1) Reactant: O1[C:5]2([CH2:10][CH2:9][CH:8]([NH:11][S:12]([C:15]3[CH:19]=[C:18]([Cl:20])[S:17][C:16]=3[Cl:21])(=[O:14])=[O:13])[CH2:7][CH2:6]2)[O:4]CC1.[OH-].[Na+].[Na+].[Cl-].C(Cl)Cl. Product: [O:4]=[C:5]1[CH2:6][CH2:7][CH:8]([NH:11][S:12]([C:15]2[CH:19]=[C:18]([Cl:20])[S:17][C:16]=2[Cl:21])(=[O:14])=[O:13])[CH2:9][CH2:10]1. The catalyst class is: 95. (2) Reactant: [NH2:1][C:2]1[N:7]=[CH:6][N:5]=[C:4]2[N:8]([CH2:25][C@H:26]3[CH2:30][CH2:29][CH2:28][N:27]3[C:31](=[O:35])[CH2:32][C:33]#[N:34])[N:9]=[C:10]([C:11]3[CH:16]=[CH:15][C:14]([O:17][C:18]4[CH:23]=[CH:22][CH:21]=[C:20]([F:24])[CH:19]=4)=[CH:13][CH:12]=3)[C:3]=12.N1[CH2:41][CH2:40][CH2:39][CH2:38]C1.C1(C=O)CC1. Product: [NH2:1][C:2]1[N:7]=[CH:6][N:5]=[C:4]2[N:8]([CH2:25][C@H:26]3[CH2:30][CH2:29][CH2:28][N:27]3[C:31]([C:32](=[CH:38][CH:39]3[CH2:41][CH2:40]3)[C:33]#[N:34])=[O:35])[N:9]=[C:10]([C:11]3[CH:16]=[CH:15][C:14]([O:17][C:18]4[CH:23]=[CH:22][CH:21]=[C:20]([F:24])[CH:19]=4)=[CH:13][CH:12]=3)[C:3]=12. The catalyst class is: 5. (3) Reactant: C(O)(=O)C.[CH3:5][S:6][C:7]1[CH:12]=[CH:11][CH:10]=[CH:9][C:8]=1[NH:13]N.O=[C:16]1[CH2:21][CH2:20][CH2:19][CH2:18][CH:17]1[CH2:22][C:23]([O:25][CH2:26][CH3:27])=[O:24].Cl. Product: [CH3:5][S:6][C:7]1[CH:12]=[CH:11][CH:10]=[C:9]2[C:8]=1[NH:13][C:16]1[CH:17]([CH2:22][C:23]([O:25][CH2:26][CH3:27])=[O:24])[CH2:18][CH2:19][CH2:20][C:21]2=1. The catalyst class is: 32. (4) Reactant: [CH3:1][C:2]1[N:3]=[C:4]([NH:12][C:13](=[O:15])[CH3:14])[S:5][C:6]=1[C:7]1[CH:8]=[N:9][NH:10][CH:11]=1.C(N1C=C(C2SC(NC(=O)C)=NC=2C)C=N1)C1C=CC=CC=1.[CH3:38][C:39]1[C:43]([S:44](Cl)(=[O:46])=[O:45])=[C:42]([CH3:48])[O:41][N:40]=1. Product: [CH3:38][C:39]1[C:43]([S:44]([N:10]2[CH:11]=[C:7]([C:6]3[S:5][C:4]([NH:12][C:13](=[O:15])[CH3:14])=[N:3][C:2]=3[CH3:1])[CH:8]=[N:9]2)(=[O:46])=[O:45])=[C:42]([CH3:48])[O:41][N:40]=1. The catalyst class is: 298. (5) Reactant: C[O:2][C:3]([C:5]1[O:6][C:7]([CH3:13])=[C:8]([C:10]([OH:12])=O)[CH:9]=1)=[O:4].F[P-](F)(F)(F)(F)F.N1(OC(N(C)C)=[N+](C)C)C2N=CC=CC=2N=N1.C(N(C(C)C)CC)(C)C.[CH3:47][O:48][C:49]1[CH:54]=[CH:53][C:52]([C:55]2[CH:60]=[CH:59][C:58]([NH2:61])=[CH:57][CH:56]=2)=[CH:51][CH:50]=1. Product: [CH3:47][O:48][C:49]1[CH:50]=[CH:51][C:52]([C:55]2[CH:60]=[CH:59][C:58]([NH:61][C:10]([C:8]3[CH:9]=[C:5]([C:3]([OH:2])=[O:4])[O:6][C:7]=3[CH3:13])=[O:12])=[CH:57][CH:56]=2)=[CH:53][CH:54]=1. The catalyst class is: 42.